This data is from Reaction yield outcomes from USPTO patents with 853,638 reactions. The task is: Predict the reaction yield, written as a fraction of the theoretical maximum amount of product (1.0 means a 100% yield; for example, 0.34 means a 34% yield). (1) The product is [CH3:7][NH:8][CH2:9][C:11]1[NH:12][C:13]2[C:18]([CH:19]=1)=[CH:17][CH:16]=[CH:15][CH:14]=2. The catalyst is C1COCC1. The yield is 0.510. The reactants are [H-].[H-].[H-].[H-].[Li+].[Al+3].[CH3:7][NH:8][C:9]([C:11]1[NH:12][C:13]2[C:18]([CH:19]=1)=[CH:17][CH:16]=[CH:15][CH:14]=2)=O. (2) The reactants are [C:1]([O:5][C:6]([NH:8][C:9]1[S:13][C:12]([C:14]([OH:16])=O)=[C:11]([CH3:17])[CH:10]=1)=[O:7])([CH3:4])([CH3:3])[CH3:2].[CH3:18][N:19]([CH2:27][CH2:28][NH:29][CH3:30])[C:20](=[O:26])[O:21][C:22]([CH3:25])([CH3:24])[CH3:23].Cl.C(N=C=NCCCN(C)C)C. The catalyst is C(Cl)Cl.CN(C)C1C=CN=CC=1. The product is [C:1]([O:5][C:6]([NH:8][C:9]1[S:13][C:12]([C:14]([N:29]([CH3:30])[CH2:28][CH2:27][N:19]([CH3:18])[C:20](=[O:26])[O:21][C:22]([CH3:23])([CH3:24])[CH3:25])=[O:16])=[C:11]([CH3:17])[CH:10]=1)=[O:7])([CH3:2])([CH3:3])[CH3:4]. The yield is 0.790. (3) The product is [O:1]1[CH2:5][CH2:4][CH:3]([CH2:6][CH2:7][CH:8]=[O:9])[CH2:2]1. The catalyst is CCOC(C)=O.[Pd]. The reactants are [O:1]1[CH2:5][CH2:4][CH:3](/[CH:6]=[CH:7]/[CH:8]=[O:9])[CH2:2]1. The yield is 0.580. (4) The catalyst is C(Cl)Cl. The reactants are [Cl:1][C:2]1[C:3]([F:22])=[C:4]([NH:8][C:9]2[C:18]3[C:13](=[CH:14][C:15]([O:20][CH3:21])=[C:16]([OH:19])[CH:17]=3)[N:12]=[CH:11][N:10]=2)[CH:5]=[CH:6][CH:7]=1.C1(P(C2C=CC=CC=2)C2C=CC=CC=2)C=CC=CC=1.[CH3:42][O:43][C:44]([C@H:46]1[CH2:51][C@@H:50](O)[CH2:49][CH2:48][N:47]1[C:53]([O:55][C:56]([CH3:59])([CH3:58])[CH3:57])=[O:54])=[O:45]. The yield is 0.810. The product is [Cl:1][C:2]1[C:3]([F:22])=[C:4]([NH:8][C:9]2[C:18]3[C:13](=[CH:14][C:15]([O:20][CH3:21])=[C:16]([O:19][C@@H:50]4[CH2:49][CH2:48][N:47]([C:53]([O:55][C:56]([CH3:57])([CH3:58])[CH3:59])=[O:54])[C@@H:46]([C:44]([O:43][CH3:42])=[O:45])[CH2:51]4)[CH:17]=3)[N:12]=[CH:11][N:10]=2)[CH:5]=[CH:6][CH:7]=1. (5) The reactants are [C:1]1(C2C=CC=CC=2)[CH:6]=[CH:5][C:4]([CH2:7][N:8]([CH2:16][CH2:17][CH2:18][N:19]([CH2:29][C:30]2[CH:35]=[CH:34][C:33](C3C=CC=CC=3)=[CH:32][CH:31]=2)[C:20]([O:22][CH2:23][C:24]2[S:28][CH:27]=[N:26][CH:25]=2)=[O:21])C(=O)OC(C)(C)C)=[CH:3][CH:2]=1.[CH3:48][C:49]1[S:53][C:52]([CH:54]=O)=[CH:51][CH:50]=1.CC(O)=O. No catalyst specified. The product is [CH2:29]([N:19]([CH2:18][CH2:17][CH2:16][N:8]([CH2:7][C:4]1[CH:3]=[CH:2][CH:1]=[CH:6][CH:5]=1)[CH2:54][C:52]1[S:53][C:49]([CH3:48])=[CH:50][CH:51]=1)[C:20](=[O:21])[O:22][CH2:23][C:24]1[S:28][CH:27]=[N:26][CH:25]=1)[C:30]1[CH:35]=[CH:34][CH:33]=[CH:32][CH:31]=1. The yield is 0.160. (6) The reactants are C([O:3][C:4](=O)[C:5]1[CH:10]=[C:9]([O:11][CH2:12][CH3:13])[C:8]([N:14]2[CH:18]=[CH:17][CH:16]=[CH:15]2)=[C:7]([O:19][CH2:20][CH3:21])[CH:6]=1)C.[H-].C([Al+]CC(C)C)C(C)C. The catalyst is C1(C)C=CC=CC=1. The product is [CH2:20]([O:19][C:7]1[CH:6]=[C:5]([CH2:4][OH:3])[CH:10]=[C:9]([O:11][CH2:12][CH3:13])[C:8]=1[N:14]1[CH:15]=[CH:16][CH:17]=[CH:18]1)[CH3:21]. The yield is 1.00. (7) The yield is 0.200. The reactants are [Cl:1][C:2]1[CH:12]=[CH:11][C:5]([O:6][CH:7]2[CH2:10][NH:9][CH2:8]2)=[C:4]([F:13])[CH:3]=1.CCN(CC)CC.[Cl:21][C:22]1[N:27]=[C:26](Cl)[N:25]=[CH:24][N:23]=1. The catalyst is CC#N. The product is [Cl:21][C:22]1[N:27]=[C:26]([N:9]2[CH2:10][CH:7]([O:6][C:5]3[CH:11]=[CH:12][C:2]([Cl:1])=[CH:3][C:4]=3[F:13])[CH2:8]2)[N:25]=[CH:24][N:23]=1. (8) The reactants are [N+:1]([C:4]1[CH:9]=[CH:8][C:7]([NH:10][C:11]([NH2:13])=[S:12])=[CH:6][CH:5]=1)([O-:3])=[O:2].CO[CH:16](OC)[N:17]([CH3:19])[CH3:18]. No catalyst specified. The product is [CH3:16][N:17]([CH:19]=[N:13][C:11]([NH:10][C:7]1[CH:8]=[CH:9][C:4]([N+:1]([O-:3])=[O:2])=[CH:5][CH:6]=1)=[S:12])[CH3:18]. The yield is 0.740. (9) The catalyst is O1CCOCC1. The yield is 0.230. The product is [CH3:42][C:37]([N:34]1[CH2:33][CH2:32][N:31]([CH2:30][C:28]2[S:27][C:25]3[N:26]=[C:21]([C:16]4[C:15]5[CH:14]=[CH:13][NH:12][C:20]=5[CH:19]=[CH:18][N:17]=4)[N:22]=[C:23]([N:43]4[CH2:48][CH2:47][O:46][CH2:45][CH2:44]4)[C:24]=3[N:29]=2)[CH2:36][CH2:35]1)([CH3:41])[C:38]([NH2:40])=[O:39]. The reactants are [OH-].[Na+].C1(S([N:12]2[C:20]3[CH:19]=[CH:18][N:17]=[C:16]([C:21]4[N:22]=[C:23]([N:43]5[CH2:48][CH2:47][O:46][CH2:45][CH2:44]5)[C:24]5[N:29]=[C:28]([CH2:30][N:31]6[CH2:36][CH2:35][N:34]([C:37]([CH3:42])([CH3:41])[C:38]([NH2:40])=[O:39])[CH2:33][CH2:32]6)[S:27][C:25]=5[N:26]=4)[C:15]=3[CH:14]=[CH:13]2)(=O)=O)C=CC=CC=1. (10) The reactants are [Br:1][C:2]1[C:3]([CH3:11])=[N:4][CH:5]=[C:6]([C:9]=1Cl)[C:7]#[N:8].[NH2:12][C:13]1[CH:21]=[C:20]2[C:16]([CH:17]=[CH:18][NH:19]2)=[CH:15][CH:14]=1. The catalyst is C(O)C. The product is [Br:1][C:2]1[C:3]([CH3:11])=[N:4][CH:5]=[C:6]([C:9]=1[NH:12][C:13]1[CH:21]=[C:20]2[C:16]([CH:17]=[CH:18][NH:19]2)=[CH:15][CH:14]=1)[C:7]#[N:8]. The yield is 0.360.